Dataset: Experimentally validated miRNA-target interactions with 360,000+ pairs, plus equal number of negative samples. Task: Binary Classification. Given a miRNA mature sequence and a target amino acid sequence, predict their likelihood of interaction. (1) The miRNA is hsa-miR-125b-5p with sequence UCCCUGAGACCCUAACUUGUGA. The protein sequence of the target gene is MAAPAQQTTQPGGGKRKGKAQYVLAKRARRCDAGGPRQLEPGLQGILITCNMNERKCVEEAYSLLNEYGDDMYGPEKFTDKDQQPSGSEGEDDDAEAALKKEVGDIKASTEMRLRRFQSVESGANNVVFIRTLGIEPEKLVHHILQDMYKTKKKKTRVILRMLPISGTCKAFLEDMKKYAETFLEPWFKAPNKGTFQIVYKSRNNSHVNREEVIRELAGIVCTLNSENKVDLTNPQYTVVVEIIKAVCCLSVVKDYMLFRKYNLQEVVKSPKDPSQLNSKQGNGKEAKLESADKSDQNNT.... Result: 1 (interaction). (2) The miRNA is hsa-miR-6891-5p with sequence UAAGGAGGGGGAUGAGGGG. The protein sequence of the target gene is MGKTANSPGSGARPDPVRSFNRWKKKHSHRQNKKKQLRKQLKKPEWQVERESISRLMQNYEKINVNEITRFSDFPLSKKTLKGLQEAQYRLVTEIQKQTIGLALQGKDVLGAAKTGSGKTLAFLVPVLEALYRLQWTSTDGLGVLIISPTRELAYQTFEVLRKVGKNHDFSAGLIIGGKDLKHEAERINNINILVCTPGRLLQHMDETVSFHATDLQMLVLDEADRILDMGFADTMNAVIENLPKKRQTLLFSATQTKSVKDLARLSLKNPEYVWVHEKAKYSTPATLEQNYIVCELQQK.... Result: 0 (no interaction). (3) The miRNA is hsa-miR-644a with sequence AGUGUGGCUUUCUUAGAGC. The protein sequence of the target gene is MAVSRKDWSALSSLARQRTLEDEEEQERERRRRHRNLSSTTDDEAPRLSQNGDRQASASERLPSVEEAEVPKPLPPASKDEDEDIQSILRTRQERRQRRQVVEAAQAPIQERLEAEEGRNSLSPVQATQKPLVSKKELEIPPRRRLSREQRGPWALEEESLVGREPEERKKGVPEKSPVLEKSSMPKKTAPEKSLVSDKTSISEKVLASEKTSLSEKIAVSEKRNSSEKKSVLEKTSVSEKSLAPGMALGSGRRLVSEKASIFEKALASEKSPTADAKPAPKRATASEQPLAQEPPASGG.... Result: 1 (interaction). (4) The miRNA is hsa-miR-5589-5p with sequence GGCUGGGUGCUCUUGUGCAGU. The protein sequence of the target gene is MFINIKSILWMCSTLIVTHALHKVKVGKSPPVRGSLSGKVSLPCHFSTMPTLPPSYNTSEFLRIKWSKIEVDKNGKDLKETTVLVAQNGNIKIGQDYKGRVSVPTHPEAVGDASLTVVKLLASDAGLYRCDVMYGIEDTQDTVSLTVDGVVFHYRAATSRYTLNFEAAQKACLDVGAVIATPEQLFAAYEDGFEQCDAGWLADQTVRYPIRAPRVGCYGDKMGKAGVRTYGFRSPQETYDVYCYVDHLDGDVFHLTVPSKFTFEEAAKECENQDARLATVGELQAAWRNGFDQCDYGWLS.... Result: 0 (no interaction). (5) The miRNA is hsa-miR-365a-5p with sequence AGGGACUUUUGGGGGCAGAUGUG. The protein sequence of the target gene is MEKIEEQFANLHIVKCSLGTKEPTYLLGIDTSKTVQAGKENLVAVLCSNGSIRIYDKERLNVLREFSGYPGLLNGVRFANSCDSVYSACTDGTVKCWDARVAREKPVQLFKGYPSNIFISFDINCNDHIICAGTEKVDDDALLVFWDARMNSQNLSTTKDSLGAYSETHSDDVTQVRFHPSNPNMVVSGSSDGLVNVFDINIDNEEDALVTTCNSISSVSCIGWSGKGYKQIYCMTHDEGFYWWDLNHLDTDEPVTRLNIQDVREVVNMKEDALDYLIGGLYHEKTDTLHVIGGTNKGRI.... Result: 0 (no interaction). (6) The miRNA is mmu-miR-194-5p with sequence UGUAACAGCAACUCCAUGUGGA. The protein sequence of the target gene is MNSQPQTRSPFFQRPQIQPPRATIPNSSPSIRPGAQTPTAVYQANQHIMMVNHLPMPYPVPQGPQYCIPQYRHSGPPYVGPPQQYPVQPPGPGPFYPGPGPGDFPNAYGTPFYPSQPVYQSAPIIVPTQQQPPPAKREKKTIRIRDPNQGGKDITEEIMSGGGSRNPTPPIGRPTSTPTPPQQLPSQVPEHSPVVYGTVESAHLAASTPVTAASDQKQEEKPKPDPVLKSPSPVLRLVLSGEKKEQEGQTSETTAIVSIAELPLPPSPTTVSSVARSTIAAPTSSALSSQPIFTTAIDDR.... Result: 0 (no interaction). (7) The miRNA is mmu-miR-6999-5p with sequence AAGGAAGGAGAGUCAGCAAGCAC. The protein sequence of the target gene is MSVVGIDLGFQSCYVAVARAGGIETIANEYSDRCTPACVSFGPKNRSVGAAAKSQVISNAKNTVQGFKRFHGRAFSDPFVEAEKSNLAYDIVQLPTGLTGIKVTYMEEERNFTTEQVTAMLLSKLKETAESVLKKPVVDCVVSVPSFYTDAERRSVMDATQIAGLNCLRLMNETTAVALAYGIYKQDLPALEEKPRNVVFVDMGHSAYQVSVCAFNRGKLKVLATAFDTTLGGRKFDEVLVNHFCEEFGKKYKLDIKSKVRALLRLSQECEKLKKLMSANASDLPLSIECFMNDIDVSGT.... Result: 0 (no interaction).